Dataset: Catalyst prediction with 721,799 reactions and 888 catalyst types from USPTO. Task: Predict which catalyst facilitates the given reaction. (1) Reactant: [O:1]=[C:2]1[CH2:5][CH:4]([C:6]([OH:8])=[O:7])[CH2:3]1.[CH2:9](C(CC)(CC)C([O-])([O-])[O-])[CH3:10]. Product: [CH2:9]([O:7][C:6]([CH:4]1[CH2:5][C:2](=[O:1])[CH2:3]1)=[O:8])[CH3:10]. The catalyst class is: 11. (2) Reactant: [F:1][C:2]1[CH:3]=[CH:4][C:5]([O:9][CH3:10])=[C:6]([SH:8])[CH:7]=1.[Cl:11][C:12]1[CH:17]=[C:16]([S:18]([CH2:21][CH3:22])(=[O:20])=[O:19])[CH:15]=[CH:14][C:13]=1F.C(=O)([O-])[O-].[K+].[K+].CN1C(=O)CCC1. Product: [Cl:11][C:12]1[CH:17]=[C:16]([S:18]([CH2:21][CH3:22])(=[O:20])=[O:19])[CH:15]=[CH:14][C:13]=1[S:8][C:6]1[CH:7]=[C:2]([F:1])[CH:3]=[CH:4][C:5]=1[O:9][CH3:10]. The catalyst class is: 6. (3) Reactant: [CH3:1][NH:2][C:3]([C:5]1[S:6][C:7]([CH2:10][N:11]([C:13]([C:15]23[CH2:24][CH:19]4[CH2:20][CH:21]([CH2:23][CH:17]([CH2:18]4)[CH2:16]2)[CH2:22]3)=[O:14])[CH3:12])=[CH:8][CH:9]=1)=[O:4].[H-].[Na+].[CH3:27]I. Product: [CH3:1][N:2]([CH3:27])[C:3]([C:5]1[S:6][C:7]([CH2:10][N:11]([C:13]([C:15]23[CH2:16][CH:17]4[CH2:23][CH:21]([CH2:20][CH:19]([CH2:18]4)[CH2:24]2)[CH2:22]3)=[O:14])[CH3:12])=[CH:8][CH:9]=1)=[O:4]. The catalyst class is: 3.